From a dataset of NCI-60 drug combinations with 297,098 pairs across 59 cell lines. Regression. Given two drug SMILES strings and cell line genomic features, predict the synergy score measuring deviation from expected non-interaction effect. Drug 1: CN1C(=O)N2C=NC(=C2N=N1)C(=O)N. Drug 2: CS(=O)(=O)CCNCC1=CC=C(O1)C2=CC3=C(C=C2)N=CN=C3NC4=CC(=C(C=C4)OCC5=CC(=CC=C5)F)Cl. Cell line: RPMI-8226. Synergy scores: CSS=5.69, Synergy_ZIP=-2.09, Synergy_Bliss=-2.36, Synergy_Loewe=-1.26, Synergy_HSA=-3.02.